Dataset: Forward reaction prediction with 1.9M reactions from USPTO patents (1976-2016). Task: Predict the product of the given reaction. (1) Given the reactants Br[C:2]1[C:10]2[N:9]3[CH2:11][CH2:12][CH2:13][NH:14][C:15](=[O:16])[C:8]3=[CH:7][C:6]=2[CH:5]=[C:4]([C:17]#[N:18])[CH:3]=1.[NH:19]1[CH2:24][CH2:23][O:22][CH2:21][CH2:20]1, predict the reaction product. The product is: [N:19]1([C:2]2[C:10]3[N:9]4[CH2:11][CH2:12][CH2:13][NH:14][C:15](=[O:16])[C:8]4=[CH:7][C:6]=3[CH:5]=[C:4]([C:17]#[N:18])[CH:3]=2)[CH2:24][CH2:23][O:22][CH2:21][CH2:20]1. (2) Given the reactants Cl.[CH3:2][O:3][CH2:4][C:5](=[NH:7])[NH2:6].C[O-].[Na+].[C:11]([C:13]1[CH:18]=[CH:17][CH:16]=[CH:15][C:14]=1[C:19]1[CH:24]=[CH:23][C:22]([CH2:25][CH:26]([C:31](=O)[CH2:32][CH2:33][CH2:34][CH3:35])[C:27](OC)=[O:28])=[CH:21][CH:20]=1)#[N:12], predict the reaction product. The product is: [CH2:32]([C:31]1[N:7]=[C:5]([CH2:4][O:3][CH3:2])[NH:6][C:27](=[O:28])[C:26]=1[CH2:25][C:22]1[CH:21]=[CH:20][C:19]([C:14]2[C:13]([C:11]#[N:12])=[CH:18][CH:17]=[CH:16][CH:15]=2)=[CH:24][CH:23]=1)[CH2:33][CH2:34][CH3:35]. (3) Given the reactants [OH:1][CH2:2][C@@H:3]1[CH2:7][CH2:6][N:5]([C:8]([O:10][C:11]([CH3:14])([CH3:13])[CH3:12])=[O:9])[CH2:4]1.[H-].[Na+].[NH2:17][C:18]1[N:19]=[C:20]([C:33]2[CH:38]=[CH:37][C:36]([CH3:39])=[CH:35][CH:34]=2)[C:21]([C:25]2[CH:32]=[CH:31][C:28]([C:29]#[N:30])=[CH:27][CH:26]=2)=[N:22][C:23]=1Br, predict the reaction product. The product is: [NH2:17][C:18]1[C:23]([O:1][CH2:2][C@@H:3]2[CH2:7][CH2:6][N:5]([C:8]([O:10][C:11]([CH3:14])([CH3:13])[CH3:12])=[O:9])[CH2:4]2)=[N:22][C:21]([C:25]2[CH:32]=[CH:31][C:28]([C:29]#[N:30])=[CH:27][CH:26]=2)=[C:20]([C:33]2[CH:34]=[CH:35][C:36]([CH3:39])=[CH:37][CH:38]=2)[N:19]=1. (4) Given the reactants [C:1]([O:5][CH2:6][CH3:7])(=[O:4])[NH:2][NH2:3], predict the reaction product. The product is: [CH2:6]([O:5]/[CH:1]=[N:3]/[NH:2][C:1]([O:5][CH2:6][CH3:7])=[O:4])[CH3:7]. (5) Given the reactants [C:1]([C:5]1[CH:31]=[CH:30][C:8]([CH2:9][N:10]2[C:14]3[CH:15]=[CH:16][CH:17]=[CH:18][C:13]=3[N:12]([CH2:19][C:20]3[CH:25]=[CH:24][C:23]([N+:26]([O-])=O)=[CH:22][CH:21]=3)[C:11]2=[O:29])=[CH:7][CH:6]=1)([CH3:4])([CH3:3])[CH3:2].[H][H], predict the reaction product. The product is: [NH2:26][C:23]1[CH:22]=[CH:21][C:20]([CH2:19][N:12]2[C:13]3[CH:18]=[CH:17][CH:16]=[CH:15][C:14]=3[N:10]([CH2:9][C:8]3[CH:7]=[CH:6][C:5]([C:1]([CH3:2])([CH3:3])[CH3:4])=[CH:31][CH:30]=3)[C:11]2=[O:29])=[CH:25][CH:24]=1. (6) The product is: [C:1]([O:5][C:6]([N:8]1[CH2:12][CH2:11][CH2:10][CH:9]1[CH2:13][C:14](=[O:17])[CH2:15][CH2:16][S:37]([C:32]1[CH:31]=[CH:30][C:29]([CH3:33])=[CH:28][CH:27]=1)(=[O:40])=[O:39])=[O:7])([CH3:4])([CH3:3])[CH3:2]. Given the reactants [C:1]([O:5][C:6]([N:8]1[CH2:12][CH2:11][CH2:10][CH:9]1[CH2:13][C:14](=[O:17])[CH:15]=[CH2:16])=[O:7])([CH3:4])([CH3:3])[CH3:2].CC1C=CC(S)=CC=1.Cl[C:27]1[CH:32]=[CH:31][CH:30]=[C:29]([C:33](OO)=O)[CH:28]=1.[S:37]([O-])([O-:40])(=[O:39])=S.[Na+].[Na+].C(=O)([O-])O.[Na+], predict the reaction product. (7) Given the reactants [F:1][C:2]1([F:30])[CH2:7][CH2:6][N:5]([C:8]([C:10]2[NH:11][C:12]3[C:17]([CH:18]=2)=[CH:16][C:15]([C:19]([N:21]2[CH2:26][CH2:25][CH:24]([N:27]([CH3:29])[CH3:28])[CH2:23][CH2:22]2)=[O:20])=[CH:14][CH:13]=3)=[O:9])[CH2:4][CH2:3]1.[F:31][C:32]([F:43])([F:42])[C:33]1[CH:34]=[C:35](B(O)O)[CH:36]=[CH:37][CH:38]=1.N1C=CC=CC=1, predict the reaction product. The product is: [F:30][C:2]1([F:1])[CH2:7][CH2:6][N:5]([C:8]([C:10]2[N:11]([C:37]3[CH:36]=[CH:35][CH:34]=[C:33]([C:32]([F:43])([F:42])[F:31])[CH:38]=3)[C:12]3[C:17]([CH:18]=2)=[CH:16][C:15]([C:19]([N:21]2[CH2:26][CH2:25][CH:24]([N:27]([CH3:28])[CH3:29])[CH2:23][CH2:22]2)=[O:20])=[CH:14][CH:13]=3)=[O:9])[CH2:4][CH2:3]1. (8) The product is: [CH3:29][C:26]1[CH:27]=[CH:28][C:23]([S:20]([N:18]2[CH2:19][C:14]3[S:13][C:12]([C:9]4[CH:10]=[CH:11][C:6]([O:5][CH2:4][CH2:3][CH2:2][N:32]5[CH2:33][CH2:34][CH2:35][CH:31]5[CH3:30])=[CH:7][CH:8]=4)=[N:16][C:15]=3[CH2:17]2)(=[O:22])=[O:21])=[CH:24][CH:25]=1. Given the reactants Cl[CH2:2][CH2:3][CH2:4][O:5][C:6]1[CH:11]=[CH:10][C:9]([C:12]2[S:13][C:14]3[CH2:19][N:18]([S:20]([C:23]4[CH:28]=[CH:27][C:26]([CH3:29])=[CH:25][CH:24]=4)(=[O:22])=[O:21])[CH2:17][C:15]=3[N:16]=2)=[CH:8][CH:7]=1.[CH3:30][CH:31]1[CH2:35][CH2:34][CH2:33][NH:32]1, predict the reaction product. (9) Given the reactants [CH2:1]([O:3][C:4](=[O:20])/[CH:5]=[C:6](/[O:8][C:9]1[CH:14]=[CH:13][CH:12]=[C:11]([O:15][C:16]([F:19])([F:18])[F:17])[CH:10]=1)\[CH3:7])[CH3:2].[Br:21]N1C(=O)CCC1=O.C(OOC(=O)C1C=CC=CC=1)(=O)C1C=CC=CC=1.O, predict the reaction product. The product is: [CH2:1]([O:3][C:4](=[O:20])/[CH:5]=[C:6](/[O:8][C:9]1[CH:14]=[CH:13][CH:12]=[C:11]([O:15][C:16]([F:18])([F:19])[F:17])[CH:10]=1)\[CH2:7][Br:21])[CH3:2].